This data is from Full USPTO retrosynthesis dataset with 1.9M reactions from patents (1976-2016). The task is: Predict the reactants needed to synthesize the given product. (1) Given the product [CH2:4]([O:11][C:12]([N:14]1[C:18]2[CH:19]=[N:20][CH:21]=[C:22]([O:23][CH:24]3[CH2:29][CH2:28][N:27]([CH2:1][CH3:2])[CH2:26][CH2:25]3)[C:17]=2[C:16]2[CH:30]=[C:31]([Br:34])[CH:32]=[N:33][C:15]1=2)=[O:13])[C:5]1[CH:10]=[CH:9][CH:8]=[CH:7][CH:6]=1, predict the reactants needed to synthesize it. The reactants are: [CH:1](=O)[CH3:2].[CH2:4]([O:11][C:12]([N:14]1[C:18]2[CH:19]=[N:20][CH:21]=[C:22]([O:23][CH:24]3[CH2:29][CH2:28][NH:27][CH2:26][CH2:25]3)[C:17]=2[C:16]2[CH:30]=[C:31]([Br:34])[CH:32]=[N:33][C:15]1=2)=[O:13])[C:5]1[CH:10]=[CH:9][CH:8]=[CH:7][CH:6]=1.C(O[BH-](OC(=O)C)OC(=O)C)(=O)C.[Na+].C(O)(=O)C. (2) Given the product [Cl:16][C:4]1[C:5](=[O:15])[N:6]([CH:9]2[CH2:14][CH2:13][CH2:12][CH2:11][CH2:10]2)[N:7]([CH3:8])[C:3]=1[CH2:2][N:26]1[CH2:25][CH2:24][C:23]([C:17]2[CH:18]=[CH:19][CH:20]=[CH:21][CH:22]=2)([C:29](=[O:32])[CH2:30][CH3:31])[CH2:28][CH2:27]1, predict the reactants needed to synthesize it. The reactants are: Br[CH2:2][C:3]1[N:7]([CH3:8])[N:6]([CH:9]2[CH2:14][CH2:13][CH2:12][CH2:11][CH2:10]2)[C:5](=[O:15])[C:4]=1[Cl:16].[C:17]1([C:23]2([C:29](=[O:32])[CH2:30][CH3:31])[CH2:28][CH2:27][NH:26][CH2:25][CH2:24]2)[CH:22]=[CH:21][CH:20]=[CH:19][CH:18]=1.C(=O)([O-])[O-].[K+].[K+]. (3) Given the product [OH:11][C:5]1([CH3:4])[CH2:10][CH2:9][N:8]([C:19]([O:21][C:22]([CH3:25])([CH3:24])[CH3:23])=[O:20])[CH2:7][CH2:6]1, predict the reactants needed to synthesize it. The reactants are: [H-].[Na+].Cl.[CH3:4][C:5]1([OH:11])[CH2:10][CH2:9][NH:8][CH2:7][CH2:6]1.C(N(CC)CC)C.[C:19](O[C:19]([O:21][C:22]([CH3:25])([CH3:24])[CH3:23])=[O:20])([O:21][C:22]([CH3:25])([CH3:24])[CH3:23])=[O:20].